Dataset: Full USPTO retrosynthesis dataset with 1.9M reactions from patents (1976-2016). Task: Predict the reactants needed to synthesize the given product. Given the product [CH3:14][CH:13]([C:12]1[N:9]=[C:8]([N:5]2[CH2:6][CH2:7][CH:2]([OH:1])[CH2:3][CH2:4]2)[O:10][N:11]=1)[CH3:15], predict the reactants needed to synthesize it. The reactants are: [OH:1][CH:2]1[CH2:7][CH2:6][N:5]([C:8]#[N:9])[CH2:4][CH2:3]1.[OH:10][NH:11][C:12](=N)[CH:13]([CH3:15])[CH3:14].